This data is from Catalyst prediction with 721,799 reactions and 888 catalyst types from USPTO. The task is: Predict which catalyst facilitates the given reaction. Reactant: C([N:3]1[CH2:8][CH2:7][N:6]([C:9]2[C:18]3[C:13](=[CH:14][CH:15]=[CH:16][CH:17]=3)[CH:12]=[C:11]([C:19]3[CH:24]=[CH:23][C:22]([O:25][CH3:26])=[CH:21][CH:20]=3)[N:10]=2)[CH2:5][CH2:4]1)=O.[OH-].[Na+]. Product: [N:6]1([C:9]2[C:18]3[C:13](=[CH:14][CH:15]=[CH:16][CH:17]=3)[CH:12]=[C:11]([C:19]3[CH:24]=[CH:23][C:22]([O:25][CH3:26])=[CH:21][CH:20]=3)[N:10]=2)[CH2:7][CH2:8][NH:3][CH2:4][CH2:5]1. The catalyst class is: 8.